The task is: Predict the reactants needed to synthesize the given product.. This data is from Retrosynthesis with 50K atom-mapped reactions and 10 reaction types from USPTO. (1) Given the product C[C@H](Cc1cccc(CCN)c1)N[C@H](C)c1ccccc1, predict the reactants needed to synthesize it. The reactants are: C[C@H](Cc1cccc(CC#N)c1)N[C@H](C)c1ccccc1. (2) The reactants are: COCCn1nc2c(N)nc3ccccc3c2c1CC(C)(C)N.O=C(Cl)c1ccc(F)c(F)c1. Given the product COCCn1nc2c(N)nc3ccccc3c2c1CC(C)(C)NC(=O)c1ccc(F)c(F)c1, predict the reactants needed to synthesize it.